Dataset: Full USPTO retrosynthesis dataset with 1.9M reactions from patents (1976-2016). Task: Predict the reactants needed to synthesize the given product. (1) Given the product [F:1][C:2]1[CH:23]=[C:22]([N+:24]([O-:26])=[O:25])[CH:21]=[CH:20][C:3]=1[O:4][C:5]1[C:6]2[S:13][C:12]([C:14]3[CH2:15][CH2:16][N:17]([C:36](=[O:38])[CH3:37])[CH2:18][CH:19]=3)=[CH:11][C:7]=2[CH:27]=[CH:9][CH:10]=1, predict the reactants needed to synthesize it. The reactants are: [F:1][C:2]1[CH:23]=[C:22]([N+:24]([O-:26])=[O:25])[CH:21]=[CH:20][C:3]=1[O:4][C:5]1[CH:10]=[CH:9]N=[C:7]2[CH:11]=[C:12]([C:14]3[CH2:15][CH2:16][NH:17][CH2:18][CH:19]=3)[S:13][C:6]=12.[CH3:27]CN(C(C)C)C(C)C.[C:36](Cl)(=[O:38])[CH3:37]. (2) Given the product [O:1]=[C:2]1[C:11]2[C:6](=[CH:7][CH:8]=[CH:9][CH:10]=2)[N:5]=[C:4]([CH2:12][CH2:13][CH2:14][C:15]([NH:31][C@H:28]2[CH2:27][CH2:26][C@H:25]([O:24][C:21]3[CH:22]=[CH:23][N:18]=[CH:19][CH:20]=3)[CH2:30][CH2:29]2)=[O:17])[NH:3]1, predict the reactants needed to synthesize it. The reactants are: [O:1]=[C:2]1[C:11]2[C:6](=[CH:7][CH:8]=[CH:9][CH:10]=2)[N:5]=[C:4]([CH2:12][CH2:13][CH2:14][C:15]([OH:17])=O)[NH:3]1.[N:18]1[CH:23]=[CH:22][C:21]([O:24][C@H:25]2[CH2:30][CH2:29][C@H:28]([NH2:31])[CH2:27][CH2:26]2)=[CH:20][CH:19]=1. (3) The reactants are: C(=O)C=C.[F:5][C@@H:6]1[CH2:11][CH2:10][N:9]([C:12](=[O:15])[CH:13]=[CH2:14])[CH2:8][C@@H:7]1[NH:16][C:17]1[C:18]2[CH:25]=[CH:24][N:23](C(C3C=CC=CC=3)(C3C=CC=CC=3)C3C=CC=CC=3)[C:19]=2[N:20]=[CH:21][N:22]=1. Given the product [N:20]1[C:19]2[NH:23][CH:24]=[CH:25][C:18]=2[C:17]([NH:16][C@@H:7]2[C@H:6]([F:5])[CH2:11][CH2:10][N:9]([C:12](=[O:15])[CH:13]=[CH2:14])[CH2:8]2)=[N:22][CH:21]=1, predict the reactants needed to synthesize it. (4) Given the product [OH:1][C:2]1[CH:15]=[CH:14][CH:13]=[C:12]2[C:3]=1[O:4][C:5]1[CH:6]=[C:7]([C:22]3[CH:27]=[CH:26][CH:25]=[CH:24][C:23]=3[NH:28][C:29](=[O:31])[CH3:30])[CH:8]=[CH:9][C:10]=1[CH:11]2[CH:16]1[CH2:21][CH2:20][N:19]([CH2:35][C:37]2[S:59][CH:40]=[CH:49][CH:50]=2)[CH2:18][CH2:17]1, predict the reactants needed to synthesize it. The reactants are: [OH:1][C:2]1[CH:15]=[CH:14][CH:13]=[C:12]2[C:3]=1[O:4][C:5]1[CH:6]=[C:7]([C:22]3[CH:27]=[CH:26][CH:25]=[CH:24][C:23]=3[NH:28][C:29](=[O:31])[CH3:30])[CH:8]=[CH:9][C:10]=1[CH:11]2[CH:16]1[CH2:21][CH2:20][NH:19][CH2:18][CH2:17]1.C(N(CC)[C:35]([C:37]1C=C[C:40]2[CH:35](C3CCNCC3)[C:37]3C(O[C:49]=2[CH:50]=1)=C[CH:40]=[CH:49][CH:50]=3)=O)C.[S:59]1C=CC=C1C=O.O1C=CC(C=O)=C1.C(O[BH-](OC(=O)C)OC(=O)C)(=O)C.[Na+].C(O[BH-](OC(=O)C)OC(=O)C)(=O)C.C([N+](CCCC)(CCCC)CCCC)CCC.C(N(C(C)C)CC)(C)C.C(O)(C(F)(F)F)=O. (5) Given the product [C:16]1([CH3:17])[CH:15]=[CH:14][CH:19]=[CH:18][C:2]=1[O:4][C:5]([N:41]1[CH2:40][CH2:39][CH:38]([CH2:37][CH2:36][CH2:35][CH2:34][C:31]2[CH:30]=[CH:29][N:28]=[CH:33][CH:32]=2)[CH2:43][CH2:42]1)=[O:11], predict the reactants needed to synthesize it. The reactants are: Cl[C:2](Cl)([O:4][C:5](=[O:11])OC(Cl)(Cl)Cl)Cl.C[C:14]1[CH:19]=[CH:18][CH:17]=[CH:16][C:15]=1O.CCN(CC)CC.[NH:28]1[CH2:33][CH2:32][CH:31]([CH2:34][CH2:35][CH2:36][CH2:37][C:38]2[CH:43]=[CH:42][N:41]=[CH:40][CH:39]=2)[CH2:30][CH2:29]1.